From a dataset of TCR-epitope binding with 47,182 pairs between 192 epitopes and 23,139 TCRs. Binary Classification. Given a T-cell receptor sequence (or CDR3 region) and an epitope sequence, predict whether binding occurs between them. (1) The epitope is FTISVTTEIL. The TCR CDR3 sequence is CASSQVGTSGEKTQYF. Result: 0 (the TCR does not bind to the epitope). (2) The epitope is RLRPGGKKR. The TCR CDR3 sequence is CASSLVGGGLYEQYF. Result: 0 (the TCR does not bind to the epitope). (3) The epitope is EEHVQIHTI. The TCR CDR3 sequence is CASGLPRDSPSYNEQFF. Result: 1 (the TCR binds to the epitope).